This data is from CYP2C19 inhibition data for predicting drug metabolism from PubChem BioAssay. The task is: Regression/Classification. Given a drug SMILES string, predict its absorption, distribution, metabolism, or excretion properties. Task type varies by dataset: regression for continuous measurements (e.g., permeability, clearance, half-life) or binary classification for categorical outcomes (e.g., BBB penetration, CYP inhibition). Dataset: cyp2c19_veith. (1) The molecule is c1ccc(CNc2ncncc2-c2ccoc2)cc1. The result is 1 (inhibitor). (2) The drug is CCN(CC)S(=O)(=O)c1ccc(OC)c(NC(=O)c2cc([N+](=O)[O-])ccc2Cl)c1. The result is 0 (non-inhibitor). (3) The drug is Cc1nn(-c2ccccc2)c(Cl)c1C(=O)Nc1c(C)n(C)n(-c2ccccc2)c1=O. The result is 0 (non-inhibitor).